Dataset: Forward reaction prediction with 1.9M reactions from USPTO patents (1976-2016). Task: Predict the product of the given reaction. (1) Given the reactants [N:1]1[CH:6]=[CH:5][C:4]([O:7][C:8]2[CH:15]=[CH:14][C:11]([C:12]#[N:13])=[CH:10][CH:9]=2)=[CH:3][CH:2]=1.[NH2:16][OH:17], predict the reaction product. The product is: [OH:17]/[N:16]=[C:12](\[NH2:13])/[C:11]1[CH:10]=[CH:9][C:8]([O:7][C:4]2[CH:5]=[CH:6][N:1]=[CH:2][CH:3]=2)=[CH:15][CH:14]=1. (2) Given the reactants P(Cl)(Cl)([Cl:3])=O.[Br:6][C:7]1[N:15]2[C:10]([C:11](=O)[NH:12][C:13](=O)[NH:14]2)=[N:9][CH:8]=1.[ClH:18].C(N(CC)CC)C, predict the reaction product. The product is: [Br:6][C:7]1[N:15]2[C:10]([C:11]([Cl:3])=[N:12][C:13]([Cl:18])=[N:14]2)=[N:9][CH:8]=1. (3) The product is: [NH2:20][C@H:21](/[CH:34]=[CH:35]/[S:36]([CH3:39])(=[O:38])=[O:37])[CH2:22][CH2:23][CH2:24][CH2:25][NH:26][C:27](=[O:33])[O:28][C:29]([CH3:32])([CH3:31])[CH3:30]. Given the reactants C([NH:20][C@H:21](/[CH:34]=[CH:35]/[S:36]([CH3:39])(=[O:38])=[O:37])[CH2:22][CH2:23][CH2:24][CH2:25][NH:26][C:27](=[O:33])[O:28][C:29]([CH3:32])([CH3:31])[CH3:30])(C1C=CC=CC=1)(C1C=CC=CC=1)C1C=CC=CC=1.CS(/C=C/[C@@H](N)CC1C=CC(CNC(=O)OC(C)(C)C)=CC=1)(=O)=O, predict the reaction product. (4) Given the reactants [Cl:1][C:2]1[CH:3]=[C:4]2[C:8](=[CH:9][CH:10]=1)[N:7]([C:11]1[N:15]([CH3:16])[N:14]=[C:13]([CH3:17])[C:12]=1[CH2:18][OH:19])[CH:6]=[CH:5]2.[CH2:20]([S:25]([NH2:28])(=[O:27])=[O:26])[CH2:21][CH2:22][CH2:23][CH3:24].N12CCCN=C1CCCCC2.Cl.CN(C)[CH:43]=[O:44], predict the reaction product. The product is: [CH2:20]([S:25]([NH:28][C:43](=[O:44])[O:19][CH2:18][C:12]1[C:13]([CH3:17])=[N:14][N:15]([CH3:16])[C:11]=1[N:7]1[C:8]2[C:4](=[CH:3][C:2]([Cl:1])=[CH:10][CH:9]=2)[CH:5]=[CH:6]1)(=[O:27])=[O:26])[CH2:21][CH2:22][CH2:23][CH3:24]. (5) Given the reactants C(OC([N:8]1[CH2:13][CH2:12][CH:11]([CH2:14][CH2:15][O:16][CH2:17][C:18]2[CH:23]=[CH:22][C:21]([Cl:24])=[CH:20][CH:19]=2)[CH2:10][CH2:9]1)=O)(C)(C)C.Cl.CCOCC, predict the reaction product. The product is: [Cl:24][C:21]1[CH:20]=[CH:19][C:18]([CH2:17][O:16][CH2:15][CH2:14][CH:11]2[CH2:12][CH2:13][NH:8][CH2:9][CH2:10]2)=[CH:23][CH:22]=1. (6) Given the reactants P(Cl)(Cl)([Cl:3])=O.[C:6]([C:10]1[CH:11]=[CH:12][CH:13]=[C:14]2[C:19]=1[N:18]=[CH:17][NH:16][C:15]2=O)([CH3:9])([CH3:8])[CH3:7].N, predict the reaction product. The product is: [Cl:3][C:15]1[C:14]2[C:19](=[C:10]([C:6]([CH3:9])([CH3:8])[CH3:7])[CH:11]=[CH:12][CH:13]=2)[N:18]=[CH:17][N:16]=1. (7) Given the reactants C([O:8][C:9](=[O:42])[C@H:10]([CH3:41])[CH2:11][C@H:12]([NH:26][C:27]([C:29]1[N:33](CC2C=CC=CC=2)[N:32]=[N:31][N:30]=1)=[O:28])[CH2:13][C:14]1[CH:19]=[CH:18][C:17]([C:20]2[CH:25]=[CH:24][CH:23]=[CH:22][CH:21]=2)=[CH:16][CH:15]=1)C1C=CC=CC=1.C(OC(=O)[C@H](C)C[C@H](NC(C1N=NN(CC2C=CC=CC=2)N=1)=O)CC1C=CC(C2C=CC=CC=2)=CC=1)C1C=CC=CC=1, predict the reaction product. The product is: [C:17]1([C:20]2[CH:21]=[CH:22][CH:23]=[CH:24][CH:25]=2)[CH:18]=[CH:19][C:14]([CH2:13][C@@H:12]([NH:26][C:27]([C:29]2[NH:33][N:32]=[N:31][N:30]=2)=[O:28])[CH2:11][C@@H:10]([CH3:41])[C:9]([OH:42])=[O:8])=[CH:15][CH:16]=1.